This data is from Full USPTO retrosynthesis dataset with 1.9M reactions from patents (1976-2016). The task is: Predict the reactants needed to synthesize the given product. (1) Given the product [CH3:25][N:22]1[CH2:23][CH2:24][C:19]([C:16]2[CH:17]=[CH:18][C:13]([NH:12][C:4]3[N:3]=[C:2]([N:39]4[CH2:40][CH2:41][CH2:42][C:36]5([O:35][N:34]=[C:33]([C:27]6[CH:32]=[CH:31][CH:30]=[CH:29][CH:28]=6)[CH2:37]5)[CH2:38]4)[C:10]([F:11])=[CH:9][C:5]=3[C:6]([NH2:8])=[O:7])=[CH:14][CH:15]=2)([CH3:26])[CH2:20][CH2:21]1, predict the reactants needed to synthesize it. The reactants are: Cl[C:2]1[C:10]([F:11])=[CH:9][C:5]([C:6]([NH2:8])=[O:7])=[C:4]([NH:12][C:13]2[CH:18]=[CH:17][C:16]([C:19]3([CH3:26])[CH2:24][CH2:23][N:22]([CH3:25])[CH2:21][CH2:20]3)=[CH:15][CH:14]=2)[N:3]=1.[C:27]1([C:33]2[CH2:37][C:36]3([CH2:42][CH2:41][CH2:40][NH:39][CH2:38]3)[O:35][N:34]=2)[CH:32]=[CH:31][CH:30]=[CH:29][CH:28]=1.CCN(C(C)C)C(C)C. (2) Given the product [Cl:1][C:2]1[CH:3]=[C:4]([NH:16][C:17]2[C:26]3[C:21](=[CH:22][C:23]([O:33][CH2:32][CH3:31])=[C:24]([N+:27]([O-:29])=[O:28])[CH:25]=3)[N:20]=[CH:19][N:18]=2)[CH:5]=[CH:6][C:7]=1[O:8][CH2:9][C:10]1[CH:15]=[CH:14][CH:13]=[CH:12][N:11]=1, predict the reactants needed to synthesize it. The reactants are: [Cl:1][C:2]1[CH:3]=[C:4]([NH:16][C:17]2[C:26]3[C:21](=[CH:22][C:23](F)=[C:24]([N+:27]([O-:29])=[O:28])[CH:25]=3)[N:20]=[CH:19][N:18]=2)[CH:5]=[CH:6][C:7]=1[O:8][CH2:9][C:10]1[CH:15]=[CH:14][CH:13]=[CH:12][N:11]=1.[CH3:31][CH2:32][O-:33].[Na+].O. (3) Given the product [CH:15]([O:14][C:12]([N:2]1[CH:6]2[CH2:5][CH2:4][CH:3]1[CH2:10][C:8](=[O:9])[CH2:7]2)=[O:13])=[CH2:16], predict the reactants needed to synthesize it. The reactants are: C[N:2]1[CH:6]2[CH2:7][C:8]([CH2:10][CH:3]1[CH2:4][CH2:5]2)=[O:9].Cl[C:12]([O:14][CH:15]=[CH2:16])=[O:13].C([O-])(O)=O.[Na+]. (4) The reactants are: [NH:1]1[C:10]2[C:5](=[CH:6][CH:7]=[CH:8][CH:9]=2)[CH2:4][CH2:3][CH2:2]1.C(N(CC)CC)C.[O:18](C(C(F)(F)F)=O)[C:19]([C:21]([F:24])([F:23])[F:22])=O.O. Given the product [F:22][C:21]([F:24])([F:23])[C:19]([N:1]1[C:10]2[C:5](=[CH:6][CH:7]=[CH:8][CH:9]=2)[CH2:4][CH2:3][CH2:2]1)=[O:18], predict the reactants needed to synthesize it. (5) Given the product [OH:6][C:7]1[CH:8]=[C:9]([S:13]([N:16]2[CH2:21][CH2:20][O:19][CH2:18][CH2:17]2)(=[O:15])=[O:14])[CH:10]=[CH:11][CH:12]=1, predict the reactants needed to synthesize it. The reactants are: B(Br)(Br)Br.C[O:6][C:7]1[CH:8]=[C:9]([S:13]([N:16]2[CH2:21][CH2:20][O:19][CH2:18][CH2:17]2)(=[O:15])=[O:14])[CH:10]=[CH:11][CH:12]=1. (6) Given the product [CH2:9]([O:8][C:6]([C@@H:4]1[CH2:5][C@H:3]1[CH2:1][N:11]1[CH2:16][CH2:15][CH2:14][CH2:13][CH2:12]1)=[O:7])[CH3:10], predict the reactants needed to synthesize it. The reactants are: [CH:1]([CH:3]1[CH2:5][CH:4]1[C:6]([O:8][CH2:9][CH3:10])=[O:7])=O.[NH:11]1[CH2:16][CH2:15][CH2:14][CH2:13][CH2:12]1.C(O[BH-](OC(=O)C)OC(=O)C)(=O)C.[Na+]. (7) Given the product [F:29][C:30]([F:35])([F:34])[C:31]([OH:33])=[O:32].[F:29][C:30]([F:35])([F:34])[C:31]([OH:33])=[O:32].[F:29][C:30]([F:35])([F:34])[C:31]([OH:33])=[O:32].[NH:20]1[CH2:19][CH:18]([C:13]2[C:12]([C:4]3[CH:5]=[CH:6][C:7]([C:8]([NH:9][CH3:10])=[O:11])=[C:2]([F:1])[CH:3]=3)=[N:17][CH:16]=[CH:15][N:14]=2)[CH2:21]1, predict the reactants needed to synthesize it. The reactants are: [F:1][C:2]1[CH:3]=[C:4]([C:12]2[C:13]([CH:18]3[CH2:21][N:20](C(OC(C)(C)C)=O)[CH2:19]3)=[N:14][CH:15]=[CH:16][N:17]=2)[CH:5]=[CH:6][C:7]=1[C:8](=[O:11])[NH:9][CH3:10].[F:29][C:30]([F:35])([F:34])[C:31]([OH:33])=[O:32]. (8) Given the product [C:22]([C:9]([C:19](=[O:21])[CH3:20])([CH2:10][CH2:11][C:12]([OH:14])=[O:13])[CH2:8][CH2:7][C:6]([OH:25])=[O:5])(=[O:24])[CH3:23], predict the reactants needed to synthesize it. The reactants are: C([O:5][C:6](=[O:25])[CH2:7][CH2:8][C:9]([C:22](=[O:24])[CH3:23])([C:19](=[O:21])[CH3:20])[CH2:10][CH2:11][C:12]([O:14]C(C)(C)C)=[O:13])(C)(C)C.Cl. (9) Given the product [ClH:26].[F:25][C:22]1[CH:23]=[CH:24][C:19]([CH:4]2[S:3][C:2]3=[N:1][CH:27]=[CH:28][N:7]3[CH:6]=[C:5]2[C:8]2[CH:9]=[CH:10][C:11]3[O:16][CH2:15][C:14](=[O:17])[NH:13][C:12]=3[CH:18]=2)=[CH:20][CH:21]=1, predict the reactants needed to synthesize it. The reactants are: [NH2:1][C:2]1[S:3][CH:4]([C:19]2[CH:24]=[CH:23][C:22]([F:25])=[CH:21][CH:20]=2)[C:5]([C:8]2[CH:9]=[CH:10][C:11]3[O:16][CH2:15][C:14](=[O:17])[NH:13][C:12]=3[CH:18]=2)=[CH:6][N:7]=1.[Cl:26][CH2:27][CH:28]=O. (10) Given the product [CH3:1][C:2]1[O:6][N:5]=[C:4]([C:7]2[CH:12]=[CH:11][CH:10]=[CH:9][CH:8]=2)[C:3]=1[C:13]1[O:14][C:15]([C:18]2[CH:23]=[CH:22][CH:21]=[CH:20][C:19]=2[NH2:24])=[N:16][N:17]=1, predict the reactants needed to synthesize it. The reactants are: [CH3:1][C:2]1[O:6][N:5]=[C:4]([C:7]2[CH:12]=[CH:11][CH:10]=[CH:9][CH:8]=2)[C:3]=1[C:13]1[O:14][C:15]([C:18]2[CH:23]=[CH:22][CH:21]=[CH:20][C:19]=2[N+:24]([O-])=O)=[N:16][N:17]=1.Cl.O.O.[Sn](Cl)Cl.C(=O)([O-])[O-].[Na+].[Na+].